From a dataset of Antibody developability classification from SAbDab with 2,409 antibodies. Regression/Classification. Given an antibody's heavy chain and light chain sequences, predict its developability. TAP uses regression for 5 developability metrics; SAbDab uses binary classification. (1) Result: 0 (not developable). The antibody is ['EVQLVESGGGLVQPGGSLRLSCAASGFTFTDYTMDWVRQAPGKGLEWVADVNPNSGGSIYNQRFKGRFTLSVDRSKNTLYLQMNSLRAEDTAVYYCARNLGPSFYFDYWGQGTLVTVSS', 'DIQMTQSPSSLSASVGDRVTITCKASQDVSIGVAWYQQKPGKAPKLLIYSASYRYTGVPSRFSGSGSGTDFTLTISSLQPEDFATYYCQQYYIYPYTFGQGTKVEIK']. (2) The antibody is ['EVQLLESGGGLVQPGGSLRLSCAASGFTFSSYAMSWVRQAPGKGLEWVSAISGSGGSTYYADSVKGRFTISRDNSKNTLYLQMNSLRAEDTAVYYCAKDPGGDSSPAGRTWFDPWGQGTLVTVSS', 'DIVMTQSPDSLAVSLGERATINCKSSQSVLYSSNNKNYLAWYQQKPGQPPKLLIYWASTRESGVPDRFSGSGSGTDFTLTISSLQAEDVAVYYCQQYYSTPITFGQGTRLEIK']. Result: 1 (developable). (3) The antibody is ['EVTLKESGPTLVKPTQTLTLTCTFSGFSLTTTGEGVGWIRQPPGKALEFLAFIYWNDAKRYNPSLQSRLTITKDASKKQVVLTLTNLDPVDTATYYCARTSGWDIEFEYWGQGTLVTVSS', 'EIVLTQSPGTLSLSPGERATLSCRASETVSNDKVAWYQQKPGQAPRLLIYGASSRATGIPDRFSGSGSGTDFTLSISGLEPEDFVVYYCQQYASSPRTFGQGTKVEIK']. Result: 1 (developable). (4) The antibody is ['DVQLQQSGPELKKPGETVKLSCKASGYTFTNFGLNWMKQAPGKGLKWMGWINTYTGESTYADDFKGRFAFSLETSASTAYLQINNVKNEDTATYFCARGFYYYGSRYFYFDYWGQGTTLTVSS', 'GIVMTQTPASQSASLGESVTITCLASQTIGTWLAWYQQKPGKSPQLLIYAATSLADGVPSRFSGSGSGTKFSFKISSLQAEDFVSYYCQQLSSTPYTFGGGTKLEIK']. Result: 0 (not developable). (5) The antibody is ['QVQLQQSGGELVKPGASVKLSCKTSGFTFSSSYISWLKQKPGQSLEWIAWIYAGTGGTEYNQKFTGKAQVTVDTSSSTAYMQFSSLTTEDSAIYYCARGGSSFAMDYWGQGTSVTVSS', 'QLVLTQSPASLAVSLGQRATISCRASESVDNYGISFMNWFQQKPGQPPKLLIHTASNQGSGVPARFSGSGSGTDFSLNIHPVEDDDTAMYFCQQSEEVPLTFGAGTKLEIK']. Result: 0 (not developable). (6) The antibody is ['EVQLVQSGAEVKKPGASVKVSCKASGYTFTDYHINWVRQAPGQGLEWMGWIHPNSGDTNYAQKFQGWVTMTRDTAISTAYMEVNGLKSDDTAVYYCARGGLEPRSVDYYYYGMDVWGQGTTVTVSS', 'SVLTQPPSVSVAPGQTARITCGGNDIGRKSVHWNQQKPGQAPVLVVCYDSDRPSGIPERFSGSNSGNTATLTISRVEAGDEADYYCQVWDSSSDHVIFGGGTKLTVL']. Result: 0 (not developable).